From a dataset of Full USPTO retrosynthesis dataset with 1.9M reactions from patents (1976-2016). Predict the reactants needed to synthesize the given product. (1) Given the product [F:48][C:2]([F:47])([F:1])[S:3]([O:6][C:7]1[C:8]([CH3:46])([CH3:45])[C@H:9]2[C@:22]([CH3:25])([CH2:23][CH:24]=1)[C@@H:21]1[C@:12]([CH3:44])([C@@:13]3([CH3:43])[C@H:18]([CH2:19][CH2:20]1)[C@H:17]1[C@H:26]([C:29]([CH3:31])=[CH2:30])[CH2:27][CH2:28][C@:16]1([CH:62]=[O:71])[CH2:15][CH2:14]3)[CH2:11][CH2:10]2)(=[O:4])=[O:5], predict the reactants needed to synthesize it. The reactants are: [F:1][C:2]([F:48])([F:47])[S:3]([O:6][C:7]1[C:8]([CH3:46])([CH3:45])[C@H:9]2[C@:22]([CH3:25])([CH2:23][CH:24]=1)[C@@H:21]1[C@:12]([CH3:44])([C@@:13]3([CH3:43])[C@H:18]([CH2:19][CH2:20]1)[C@H:17]1[C@H:26]([C:29]([CH3:31])=[CH2:30])[CH2:27][CH2:28][C@:16]1(NCCN1CCS(=O)(=O)CC1)[CH2:15][CH2:14]3)[CH2:11][CH2:10]2)(=[O:5])=[O:4].C[C@]12[C@@]3(C)[C@@H]([C@]4(C)[C@@H](CC3)C(C)(C)[C:62](=[O:71])CC4)CCC1[C@H]1[C@H](C(C)=C)CC[C@]1(C=O)CC2. (2) Given the product [Cl:37][C:33]1[CH:32]=[C:31]([C:27]2[O:28][C:29]([CH3:30])=[C:25]([CH2:24][N:15]([CH2:16][C:17]([F:19])([F:18])[F:20])[C:12]3[CH:11]=[CH:10][C:9]([C:3]([OH:8])([C:4]([F:7])([F:6])[F:5])[C:2]([F:21])([F:22])[F:1])=[CH:14][CH:13]=3)[N:26]=2)[CH:36]=[CH:35][CH:34]=1, predict the reactants needed to synthesize it. The reactants are: [F:1][C:2]([F:22])([F:21])[C:3]([C:9]1[CH:14]=[CH:13][C:12]([NH:15][CH2:16][C:17]([F:20])([F:19])[F:18])=[CH:11][CH:10]=1)([OH:8])[C:4]([F:7])([F:6])[F:5].Cl[CH2:24][C:25]1[N:26]=[C:27]([C:31]2[CH:36]=[CH:35][CH:34]=[C:33]([Cl:37])[CH:32]=2)[O:28][C:29]=1[CH3:30]. (3) Given the product [CH2:24]([O:10][C:9](=[O:11])[C:8]1[CH:12]=[C:13]([O:17][C:18]([F:21])([F:19])[F:20])[CH:14]=[C:15]([Br:16])[C:7]=1[NH2:6])[CH3:25], predict the reactants needed to synthesize it. The reactants are: S(=O)(=O)(O)O.[NH2:6][C:7]1[C:15]([Br:16])=[CH:14][C:13]([O:17][C:18]([F:21])([F:20])[F:19])=[CH:12][C:8]=1[C:9]([OH:11])=[O:10].[OH-].[Na+].[CH3:24][CH2:25]O. (4) Given the product [CH2:15]1[C:16]2[C:21](=[CH:20][CH:19]=[CH:18][CH:17]=2)[CH2:22][CH:14]1[NH:13][C:3]1[CH:2]=[CH:12][C:6]([C:7]([O:9][CH2:10][CH3:11])=[O:8])=[CH:5][N:4]=1, predict the reactants needed to synthesize it. The reactants are: Cl[C:2]1[C:3]([NH:13][CH:14]2[CH2:22][C:21]3[C:16](=[CH:17][CH:18]=[CH:19][CH:20]=3)[CH2:15]2)=[N:4][CH:5]=[C:6]([CH:12]=1)[C:7]([O:9][CH2:10][CH3:11])=[O:8].C([O-])=O.[NH4+]. (5) Given the product [F:1][C:2]1[CH:7]=[CH:6][C:5]([C:8]2[N:12]([CH3:13])[N:11]=[CH:10][C:9]=2[C:14]2[S:15][CH:16]=[C:17]([CH2:19][C:20]([OH:22])=[O:21])[N:18]=2)=[CH:4][CH:3]=1, predict the reactants needed to synthesize it. The reactants are: [F:1][C:2]1[CH:7]=[CH:6][C:5]([C:8]2[N:12]([CH3:13])[N:11]=[CH:10][C:9]=2[C:14]2[S:15][CH:16]=[C:17]([CH2:19][C:20]([O:22]CC)=[O:21])[N:18]=2)=[CH:4][CH:3]=1.[OH-].[Na+]. (6) Given the product [CH3:1][O:2][C:3]1[CH:8]=[CH:7][C:6]([O:9][CH3:10])=[CH:5][C:4]=1[C:11](=[O:14])[CH2:12][NH2:16], predict the reactants needed to synthesize it. The reactants are: [CH3:1][O:2][C:3]1[CH:8]=[CH:7][C:6]([O:9][CH3:10])=[CH:5][C:4]=1[C:11](=[O:14])[CH2:12]Br.C1N2CN3CN(C2)C[N:16]1C3. (7) Given the product [O:1]=[CH:2][CH2:3][CH2:4][CH2:5][NH:6][C:7]([N:9]1[CH2:10][CH:11]=[C:12]([C:15]2[CH:20]=[CH:19][CH:18]=[CH:17][CH:16]=2)[CH2:13][CH2:14]1)=[O:8], predict the reactants needed to synthesize it. The reactants are: [OH:1][CH2:2][CH2:3][CH2:4][CH2:5][NH:6][C:7]([N:9]1[CH2:14][CH:13]=[C:12]([C:15]2[CH:20]=[CH:19][CH:18]=[CH:17][CH:16]=2)[CH2:11][CH2:10]1)=[O:8].O=CCCCNC(=O)C1C=CC=CC=1. (8) Given the product [Cl:1][C:2]1[CH:3]=[C:4]2[C:10]([C:11]3[N:16]=[C:15]([C:17]([NH:23][CH2:22][C:21]([F:25])([F:24])[F:20])=[O:19])[CH:14]=[N:13][CH:12]=3)=[CH:9][NH:8][C:5]2=[N:6][CH:7]=1, predict the reactants needed to synthesize it. The reactants are: [Cl:1][C:2]1[CH:3]=[C:4]2[C:10]([C:11]3[N:16]=[C:15]([C:17]([OH:19])=O)[CH:14]=[N:13][CH:12]=3)=[CH:9][NH:8][C:5]2=[N:6][CH:7]=1.[F:20][C:21]([F:25])([F:24])[CH2:22][NH2:23].C(Cl)CCl.C1C=CC2N(O)N=NC=2C=1.C(N(CC)CC)C. (9) The reactants are: [Br:1][C:2]1[CH:7]=[CH:6][C:5]([CH2:8][C:9]#[N:10])=[CH:4][C:3]=1[O:11][C:12]([F:15])([F:14])[F:13]. Given the product [Br:1][C:2]1[CH:7]=[CH:6][C:5]([CH2:8][CH2:9][NH2:10])=[CH:4][C:3]=1[O:11][C:12]([F:13])([F:15])[F:14], predict the reactants needed to synthesize it.